This data is from Experimentally validated miRNA-target interactions with 360,000+ pairs, plus equal number of negative samples. The task is: Binary Classification. Given a miRNA mature sequence and a target amino acid sequence, predict their likelihood of interaction. (1) The miRNA is hsa-miR-4793-3p with sequence UCUGCACUGUGAGUUGGCUGGCU. The protein sequence of the target gene is MAREECKALLDGLNKTTACYHHLVLTVGGSADSQNLRQELQKTRQKAQELAVSTCARLTAVLRDRGLAADERAEFERLWVAFSGCLDLLEADMRRALELGAAFPLHAPRRPLVRTGVAGASSGVAARALSTRSLRLEAEGDFDVADLRELEREVLQVGEMIDNMEMKVNVPRWTVQARQAAGAELLSTVSAGPSSVVSLQERGGGCDPRKALAAILFGAVLLAAVALAVCVAKLS. Result: 1 (interaction). (2) The miRNA is hsa-miR-4742-3p with sequence UCUGUAUUCUCCUUUGCCUGCAG. The protein sequence of the target gene is MAFPRVRLVVTADDFGYCPRRDEGIVEAFLAGTVTSVSLLVNGTAAESAAELARRHSIPTGLHANLSEGRPVGPARHNASSLLSPEGFFLGKMGFREALAAGDVALPQVREELEAQLSRFRELLGRSPTHVDGHQHVHVLPGVCQVFAEALQAYGVRFTRLPAERGVGSCAWLEAPARAFACTVERDARAAIGPFSRHGLRWTDAFVGLSTCGRHMSAHRVLGSLARALEDIPAGHALTAELMAHPGYPSVPPAGGCGEGPDAFSCSWERLHELHVLTAPTLRAWLAQNGVQLCAIDDLD.... Result: 0 (no interaction).